Task: Binary Classification. Given a miRNA mature sequence and a target amino acid sequence, predict their likelihood of interaction.. Dataset: Experimentally validated miRNA-target interactions with 360,000+ pairs, plus equal number of negative samples (1) The miRNA is mmu-miR-331-3p with sequence GCCCCUGGGCCUAUCCUAGAA. The protein sequence of the target gene is MADLEAVLADVSYLMAMEKSKTAPAARASKKVVLPEPSIRSVMQRYLAERNEITFDKIFNQKIGFLLFKDFCLNEIGEAVPQVKFYEEIKEYEKLDNEEDRLRRSRQMYDAYIMRELLSSTHQFSKQAVEHVQSHLSKKQVTATLFQPYIEEICESLRGDIFQKFMESDKFTRFCQWKNVELNIHLSMNDFSVHRIIGRGGFGEVYGCRKADTGKMYAMKCLDKKRVKMKQGETLALNERIMLSLVSTGDCPFIVCMTYAFHTPDKLCFILDLMNGGDMHYHLSQHGVFSEKEMRFYASE.... Result: 0 (no interaction). (2) The miRNA is mmu-miR-1191b-3p with sequence AGACUCACUAUGUAGCCCAAGC. The protein sequence of the target gene is MAPALWRACNGLMAAFFALAALVQVNDPDAEVWVVVYTIPAVLTLLVGLNPEVTGNVIWKSISAIHILFCTVWAVGLASYLLHRTQQNILHEEEGRELSGLVIITAWIILCHSSSKNPVGGRIQLAIAIVITLFPFISWVYIYINKEMRSSWPTHCKTVI. Result: 0 (no interaction). (3) The miRNA is hsa-miR-324-5p with sequence CGCAUCCCCUAGGGCAUUGGUG. The protein sequence of the target gene is MFAGLQDLGVANGEDLKETLTNCTEPLKAIEQFQTENGVLLPSLQSALPFLDLHGTPRLEFHQSVFDELRDKLLERVSAIASEGKAEERYKKLEDLLEKSFSLVKMPSLQPVVMCVMKHLPKVPEKKLKLVMADKELYRACAVEVKRQIWQDNQALFGDEVSPLLKQYILEKESALFSTELSVLHNFFSPSPKTRRQGEVVQRLTRMVGKNVKLYDMVLQFLRTLFLRTRNVHYCTLRAELLMSLHDLDVGEICTVDPCHKFTWCLDACIRERFVDSKRARELQGFLDGVKKGQEQVLGD.... Result: 1 (interaction). (4) The miRNA is hsa-miR-181b-2-3p with sequence CUCACUGAUCAAUGAAUGCA. The protein sequence of the target gene is MPLNRTLSMSSLPGLEDWEDEFDLENAVLFEVAWEVANKVGGIYTVLQTKAKVTGDEWGDNYFLVGPYTEQGVRTQVELLEAPTPALKRTLDSMNSKGCKVYFGRWLIEGGPLVVLLDVGASAWALERWKGELWDTCNIGVPWYDREANDAVLFGFLTTWFLGEFLAQSEEKPHVVAHFHEWLAGVGLCLCRARRLPVATIFTTHATLLGRYLCAGAVDFYNNLENFNVDKEAGERQIYHRYCMERAAAHCAHVFTTVSQITAIEAQHLLKRKPDIVTPNGLNVKKFSAMHEFQNLHAQS.... Result: 0 (no interaction). (5) The miRNA is hsa-miR-4464 with sequence AAGGUUUGGAUAGAUGCAAUA. The protein sequence of the target gene is MAVNVYSTSVTSDNLSRHDMLAWINESLQLNLTKIEQLCSGAAYCQFMDMLFPGSIALKKVKFQAKLEHEYIQNFKILQAGFKRMGVDKIIPVDKLVKGKFQDNFEFVQWFKKFFDANYDGKDYDPVAARQGQETAVAPSLVAPALNKPKKPLTSSSAAPQRPISTQRTAAAPKAGPGVVRKNPGVGNGDDEAAELMQQVNVLKLTVEDLEKERDFYFGKLRNIELICQENEGENDPVLQRIVDILYATDEGFVIPDEGGPQEEQEEY. Result: 0 (no interaction).